Dataset: Catalyst prediction with 721,799 reactions and 888 catalyst types from USPTO. Task: Predict which catalyst facilitates the given reaction. (1) Reactant: [Cl:1][C:2]1[N:3]=[C:4](Cl)[C:5]2[CH:10]([CH3:11])[CH2:9][N:8]([C:12]([O:14][C:15]([CH3:18])([CH3:17])[CH3:16])=[O:13])[C:6]=2[N:7]=1.[CH3:20][Mg]Br. Product: [Cl:1][C:2]1[N:3]=[C:4]([CH3:20])[C:5]2[CH:10]([CH3:11])[CH2:9][N:8]([C:12]([O:14][C:15]([CH3:18])([CH3:17])[CH3:16])=[O:13])[C:6]=2[N:7]=1. The catalyst class is: 1. (2) Reactant: [NH2:1][C:2]1[CH:7]=[CH:6][C:5]([OH:8])=[CH:4][C:3]=1[F:9].CC(C)([O-:13])C.[K+].Cl[C:17]1[CH:22]=[CH:21][N:20]=[C:19]([CH2:23][NH-:24])[CH:18]=1.[OH-].[Na+]. Product: [NH2:1][C:2]1[CH:7]=[CH:6][C:5]([O:8][C:17]2[CH:22]=[CH:21][N:20]=[C:19]([C:23]([NH2:24])=[O:13])[CH:18]=2)=[CH:4][C:3]=1[F:9]. The catalyst class is: 16. (3) Reactant: [C:1]([C:4]1[CH:5]=[C:6](C=C(C(=O)N(CCC)CCC)C=1)[C:7]([OH:9])=O)(=[O:3])[CH3:2].CN(C(ON1N=N[C:32]2[CH:33]=[CH:34][CH:35]=N[C:31]1=2)=[N+](C)C)C.F[P-](F)(F)(F)(F)F.CC[N:48]([CH:52]([CH3:54])[CH3:53])[CH:49]([CH3:51])C.[CH3:55][O:56][C:57]1[CH:58]=[C:59]([CH:83]=[CH:84][CH:85]=1)[CH2:60][N:61]([CH2:69][C@@H:70]([OH:82])[C@@H:71]([NH2:81])[CH2:72][C:73]1[CH:78]=[C:77]([F:79])[CH:76]=[C:75]([F:80])[CH:74]=1)[C:62](=[O:68])[O:63][C:64]([CH3:67])([CH3:66])[CH3:65].CN(C=[O:90])C. Product: [CH3:55][O:56][C:57]1[CH:58]=[C:59]([CH:83]=[CH:84][CH:85]=1)[CH2:60][N:61]([CH2:69][C@@H:70]([OH:82])[C@@H:71]([NH:81][C:7](=[O:9])[C:6]1[CH:53]=[C:52]([NH:48][C:49](=[O:90])[C:51]2[CH:35]=[CH:34][CH:33]=[CH:32][CH:31]=2)[CH:54]=[C:4]([C:1](=[O:3])[CH3:2])[CH:5]=1)[CH2:72][C:73]1[CH:74]=[C:75]([F:80])[CH:76]=[C:77]([F:79])[CH:78]=1)[C:62](=[O:68])[O:63][C:64]([CH3:67])([CH3:65])[CH3:66]. The catalyst class is: 13. (4) The catalyst class is: 3. Product: [Cl:10][C:11]1[CH:16]=[CH:15][C:14]([O:17][C:2]2[CH:9]=[CH:8][CH:7]=[CH:6][C:3]=2[CH:4]=[O:5])=[CH:13][CH:12]=1. Reactant: F[C:2]1[CH:9]=[CH:8][CH:7]=[CH:6][C:3]=1[CH:4]=[O:5].[Cl:10][C:11]1[CH:16]=[CH:15][C:14]([OH:17])=[CH:13][CH:12]=1.C([O-])([O-])=O.[K+].[K+].O. (5) Reactant: [OH:1][C:2]1[CH:3]=[C:4]([CH:9]=[CH:10][C:11]([OH:13])=O)[CH:5]=[CH:6][C:7]=1[OH:8].C(Cl)(=O)C(Cl)=O.[CH:20]([NH2:23])([CH3:22])[CH3:21].C(N(CC)CC)C. Product: [OH:1][C:2]1[CH:3]=[C:4](/[CH:9]=[CH:10]/[C:11]([NH:23][CH:20]([CH3:22])[CH3:21])=[O:13])[CH:5]=[CH:6][C:7]=1[OH:8]. The catalyst class is: 7.